From a dataset of Peptide-MHC class I binding affinity with 185,985 pairs from IEDB/IMGT. Regression. Given a peptide amino acid sequence and an MHC pseudo amino acid sequence, predict their binding affinity value. This is MHC class I binding data. (1) The peptide sequence is LQPFLQPQL. The MHC is HLA-A02:03 with pseudo-sequence HLA-A02:03. The binding affinity (normalized) is 0.252. (2) The MHC is HLA-A23:01 with pseudo-sequence HLA-A23:01. The peptide sequence is VDINLIPLI. The binding affinity (normalized) is 0.317. (3) The peptide sequence is IIYVGCGER. The MHC is HLA-B57:01 with pseudo-sequence HLA-B57:01. The binding affinity (normalized) is 0.0847.